From a dataset of Full USPTO retrosynthesis dataset with 1.9M reactions from patents (1976-2016). Predict the reactants needed to synthesize the given product. (1) Given the product [F:47][C:45]1[CH:46]=[C:41]([CH:42]=[C:43]([F:48])[CH:44]=1)[CH2:40][C@@H:10]1[CH2:9][NH:8][CH2:13][CH2:12][N:11]1[C:14]([C:16]1[N:17]=[CH:18][N:19]([C@H:27]2[CH2:32][CH2:31][CH2:30][CH2:29][C@@H:28]2[NH:33][C:34](=[O:39])[O:35][CH2:36][CH2:37][CH3:38])[C:20]=1[C:21]1[CH:22]=[CH:23][CH:24]=[CH:25][CH:26]=1)=[O:15], predict the reactants needed to synthesize it. The reactants are: C([N:8]1[CH2:13][CH2:12][N:11]([C:14]([C:16]2[N:17]=[CH:18][N:19]([C@H:27]3[CH2:32][CH2:31][CH2:30][CH2:29][C@@H:28]3[NH:33][C:34](=[O:39])[O:35][CH2:36][CH2:37][CH3:38])[C:20]=2[C:21]2[CH:26]=[CH:25][CH:24]=[CH:23][CH:22]=2)=[O:15])[C@H:10]([CH2:40][C:41]2[CH:46]=[C:45]([F:47])[CH:44]=[C:43]([F:48])[CH:42]=2)[CH2:9]1)C1C=CC=CC=1. (2) Given the product [F:9][C:10]1[CH:15]=[CH:14][C:13]([S:16]([N:19]2[C:28]3[C:23](=[CH:24][C:25]([C:29]([OH:38])([C:30]([F:31])([F:33])[F:32])[C:34]([F:37])([F:36])[F:35])=[CH:26][CH:27]=3)[CH2:22][CH2:21][C@H:20]2[CH2:39][C:40]2[O:8][C:2]([C:3]([O:5][CH2:6][CH3:7])=[O:4])=[N:43][N:42]=2)(=[O:17])=[O:18])=[CH:12][CH:11]=1, predict the reactants needed to synthesize it. The reactants are: Cl[C:2](=[O:8])[C:3]([O:5][CH2:6][CH3:7])=[O:4].[F:9][C:10]1[CH:15]=[CH:14][C:13]([S:16]([N:19]2[C:28]3[C:23](=[CH:24][C:25]([C:29]([OH:38])([C:34]([F:37])([F:36])[F:35])[C:30]([F:33])([F:32])[F:31])=[CH:26][CH:27]=3)[CH2:22][CH2:21][C@H:20]2[CH2:39][C:40]([NH:42][NH2:43])=O)(=[O:18])=[O:17])=[CH:12][CH:11]=1.CCN(C(C)C)C(C)C. (3) Given the product [Br:1][C:2]1[CH:3]=[C:4]([C@@H:7]2[CH2:9][C@H:8]2[C:10]([OH:12])=[O:11])[S:5][CH:6]=1, predict the reactants needed to synthesize it. The reactants are: [Br:1][C:2]1[CH:3]=[C:4]([C@@H:7]2[CH2:9][C@H:8]2[C:10]([OH:12])=[O:11])[S:5][CH:6]=1.C(C1C=C2C([C@]3(C)[C@@H](CC2)[C@@](CN)(C)CCC3)=CC=1)(C)C.[OH-].[Na+].O. (4) Given the product [Cl:18][C:15]1[CH:16]=[CH:17][C:12]([C:11]2[C:5]3[CH:4]=[CH:3][C:2]([NH2:25])=[N:23][C:6]=3[C:7]3[C:21]([CH3:22])=[N:20][O:19][C:8]=3[CH2:9][N:10]=2)=[CH:13][CH:14]=1, predict the reactants needed to synthesize it. The reactants are: Cl[C:2]1[CH:3]=[CH:4][C:5]2[C:11]([C:12]3[CH:17]=[CH:16][C:15]([Cl:18])=[CH:14][CH:13]=3)=[N:10][CH2:9][C:8]3[O:19][N:20]=[C:21]([CH3:22])[C:7]=3[C:6]=2[N:23]=1.[OH-].[NH4+:25].[Cl-].[NH4+]. (5) Given the product [CH:6]12[CH2:15][CH:10]3[CH2:11][CH:12]([CH2:14][CH:8]([CH2:9]3)[CH:7]1[NH:16][C:3](=[O:4])[CH2:2][Cl:1])[CH2:13]2, predict the reactants needed to synthesize it. The reactants are: [Cl:1][CH2:2][C:3](Cl)=[O:4].[CH:6]12[CH2:15][CH:10]3[CH2:11][CH:12]([CH2:14][CH:8]([CH2:9]3)[CH:7]1[NH2:16])[CH2:13]2.C([O-])([O-])=O.[K+].[K+]. (6) The reactants are: [S:1]1[CH:5]=[CH:4][CH:3]=[C:2]1[CH:6]=O.[NH2:8][CH2:9][C:10]1[NH:11][C:12](=[O:20])[C:13]2[CH2:19][O:18][CH2:17][CH2:16][C:14]=2[N:15]=1.C([BH3-])#N.C(O)(=O)C. Given the product [S:1]1[CH:5]=[CH:4][CH:3]=[C:2]1[CH2:6][NH:8][CH2:9][C:10]1[NH:11][C:12](=[O:20])[C:13]2[CH2:19][O:18][CH2:17][CH2:16][C:14]=2[N:15]=1, predict the reactants needed to synthesize it. (7) Given the product [Cl:1][C:2]1[CH:11]=[C:6]([CH2:7][OH:8])[C:5]([O:12][CH3:13])=[CH:4][C:3]=1[OH:14], predict the reactants needed to synthesize it. The reactants are: [Cl:1][C:2]1[C:3]([OH:14])=[CH:4][C:5]([O:12][CH3:13])=[C:6]([CH:11]=1)[C:7](OC)=[O:8].[H-].[H-].[H-].[H-].[Li+].[Al+3]. (8) Given the product [CH2:48]([O:53][C:17]1[CH:18]=[C:19]([CH:20]([OH:26])[CH2:21][NH:27][C:28]([CH3:45])([CH3:46])[CH2:29][C:30]2[CH:44]=[CH:43][C:33]([O:34][CH2:35][CH2:36][CH2:37][C:38]([O:40][CH2:41][CH3:42])=[O:39])=[CH:32][CH:31]=2)[C:11]2[O:10][CH2:9][C:14](=[O:15])[NH:13][C:12]=2[CH:16]=1)[C:49]1[CH:18]=[CH:19][CH:11]=[CH:12][CH:16]=1, predict the reactants needed to synthesize it. The reactants are: C(O[CH:9]1[C:14](=[O:15])[NH:13][C:12]2[CH:16]=[CH:17][CH:18]=[C:19]([C:20](=[O:26])[CH:21](OCC)O)[C:11]=2[O:10]1)C1C=CC=CC=1.[NH2:27][C:28]([CH3:46])([CH3:45])[CH2:29][C:30]1[CH:44]=[CH:43][C:33]([O:34][CH2:35][CH2:36][CH2:37][C:38]([O:40][CH2:41][CH3:42])=[O:39])=[CH:32][CH:31]=1.O.[C:48]([OH:53])(=O)[C:49](O)=O. (9) Given the product [CH3:8][C:3]1[C:2]([NH:17][C:18]2[CH:23]=[CH:22][CH:21]=[CH:20][CH:19]=2)=[CH:7][CH:6]=[CH:5][CH:4]=1, predict the reactants needed to synthesize it. The reactants are: Br[C:2]1[CH:7]=[CH:6][CH:5]=[CH:4][C:3]=1[CH3:8].ClC1C=CC=CC=1C.[NH2:17][C:18]1[CH:23]=[CH:22][CH:21]=[CH:20][CH:19]=1.CC([O-])(C)C.[Na+]. (10) Given the product [Cl:13][CH2:14][CH2:15][O:16][C:17]1[CH:22]=[CH:21][C:20]([C:23]([C:25]2[CH:30]=[CH:29][C:28]([OH:31])=[CH:27][CH:26]=2)=[C:9]([C:4]2[CH:5]=[CH:6][C:7]([OH:8])=[C:2]([F:1])[CH:3]=2)[CH2:10][CH3:11])=[CH:19][CH:18]=1, predict the reactants needed to synthesize it. The reactants are: [F:1][C:2]1[CH:3]=[C:4]([C:9](=O)[CH2:10][CH3:11])[CH:5]=[CH:6][C:7]=1[OH:8].[Cl:13][CH2:14][CH2:15][O:16][C:17]1[CH:22]=[CH:21][C:20]([C:23]([C:25]2[CH:30]=[CH:29][C:28]([OH:31])=[CH:27][CH:26]=2)=O)=[CH:19][CH:18]=1.